This data is from Reaction yield outcomes from USPTO patents with 853,638 reactions. The task is: Predict the reaction yield, written as a fraction of the theoretical maximum amount of product (1.0 means a 100% yield; for example, 0.34 means a 34% yield). (1) The reactants are C1CCC(N=C=NC2CCCCC2)CC1.[CH3:16][O:17][C:18]1[CH:26]=[CH:25][C:24]([O:27][CH3:28])=[CH:23][C:19]=1[C:20](O)=O.[CH3:29][NH:30][NH2:31].COC1C=CC(P2(SP(C3C=CC(OC)=CC=3)(=S)S2)=[S:41])=CC=1. The catalyst is CN(C1C=CN=CC=1)C.C(Cl)Cl.C(OCC)(=O)C. The product is [CH3:29][N:30]([C:20](=[S:41])[C:19]1[CH:23]=[C:24]([O:27][CH3:28])[CH:25]=[CH:26][C:18]=1[O:17][CH3:16])[NH2:31]. The yield is 0.820. (2) The catalyst is C(Cl)Cl. The reactants are [NH2:1][C@@H:2]([CH2:7][C:8]1[CH:13]=[C:12]([O:14][CH3:15])[C:11]([C:16]2[CH:21]=[CH:20][CH:19]=[CH:18][CH:17]=2)=[C:10]([O:22][CH3:23])[CH:9]=1)[C:3]([O:5][CH3:6])=[O:4].[O:24]=[C:25]1[C:28]2([CH2:33][CH2:32][CH2:31][CH2:30][CH2:29]2)[C:27](O)=[CH:26]1. The product is [O:24]=[C:25]1[C:28]2([CH2:33][CH2:32][CH2:31][CH2:30][CH2:29]2)[C:27]([NH:1][C@@H:2]([CH2:7][C:8]2[CH:9]=[C:10]([O:22][CH3:23])[C:11]([C:16]3[CH:21]=[CH:20][CH:19]=[CH:18][CH:17]=3)=[C:12]([O:14][CH3:15])[CH:13]=2)[C:3]([O:5][CH3:6])=[O:4])=[CH:26]1. The yield is 0.920.